Dataset: Full USPTO retrosynthesis dataset with 1.9M reactions from patents (1976-2016). Task: Predict the reactants needed to synthesize the given product. (1) Given the product [CH2:29]([O:31][CH2:32][CH2:33][C:34]1[N:36]=[C:26]([CH:12]2[CH2:13][CH:14]([C:16]3[CH:21]=[CH:20][C:19]([C:22]([F:24])([F:25])[F:23])=[CH:18][CH:17]=3)[CH2:15][N:10]([C:8]([N:5]3[CH2:6][CH2:7][CH:2]([OH:1])[CH2:3][CH2:4]3)=[O:9])[CH2:11]2)[O:28][N:35]=1)[CH3:30], predict the reactants needed to synthesize it. The reactants are: [OH:1][CH:2]1[CH2:7][CH2:6][N:5]([C:8]([N:10]2[CH2:15][CH:14]([C:16]3[CH:21]=[CH:20][C:19]([C:22]([F:25])([F:24])[F:23])=[CH:18][CH:17]=3)[CH2:13][CH:12]([C:26]([OH:28])=O)[CH2:11]2)=[O:9])[CH2:4][CH2:3]1.[CH2:29]([O:31][CH2:32][CH2:33][C:34](=[N:36]O)[NH2:35])[CH3:30]. (2) Given the product [CH3:1][O:2][C:3]([C:5]1[N:6]([N:11]=[CH:18][C:17]2[CH:20]=[CH:21][C:14]([O:13][CH3:12])=[CH:15][CH:16]=2)[CH:7]=[C:8]([Cl:10])[CH:9]=1)=[O:4], predict the reactants needed to synthesize it. The reactants are: [CH3:1][O:2][C:3]([C:5]1[N:6]([NH2:11])[CH:7]=[C:8]([Cl:10])[CH:9]=1)=[O:4].[CH3:12][O:13][C:14]1[CH:21]=[CH:20][C:17]([CH:18]=O)=[CH:16][CH:15]=1. (3) The reactants are: [CH:1]12[NH:8][CH:5]([CH2:6][CH2:7]1)[CH2:4][C:3](=[C:9]([C:21]1[CH:26]=[CH:25][CH:24]=[CH:23][CH:22]=1)[C:10]1[CH:20]=[CH:19][C:13]([C:14]([NH:16][CH2:17][CH3:18])=[O:15])=[CH:12][CH:11]=1)[CH2:2]2.Cl[CH2:28][CH2:29][N:30]1[CH2:35][CH2:34][N:33]([C:36]([O:38][CH3:39])=[O:37])[CH2:32][CH2:31]1.C(=O)([O-])[O-].[K+].[K+]. Given the product [CH3:39][O:38][C:36]([N:33]1[CH2:34][CH2:35][N:30]([CH2:29][CH2:28][N:8]2[CH:5]3[CH2:6][CH2:7][CH:1]2[CH2:2][C:3](=[C:9]([C:10]2[CH:11]=[CH:12][C:13]([C:14](=[O:15])[NH:16][CH2:17][CH3:18])=[CH:19][CH:20]=2)[C:21]2[CH:22]=[CH:23][CH:24]=[CH:25][CH:26]=2)[CH2:4]3)[CH2:31][CH2:32]1)=[O:37], predict the reactants needed to synthesize it. (4) Given the product [CH:39]1([C:37]([NH:36][C:34]2[N:35]=[C:30]3[CH:29]=[CH:28][C:27]([O:26][C:25]4[CH:42]=[CH:43][C:44]([F:45])=[C:23]([NH:22][C:8]([C:4]5[O:3][C:2]([CH3:1])=[N:6][C:5]=5[CH3:7])=[O:10])[CH:24]=4)=[N:32][N:31]3[CH:33]=2)=[O:38])[CH2:40][CH2:41]1, predict the reactants needed to synthesize it. The reactants are: [CH3:1][C:2]1[O:3][C:4]([C:8]([OH:10])=O)=[C:5]([CH3:7])[N:6]=1.O1CCCC1.C(Cl)(=O)C(Cl)=O.[NH2:22][C:23]1[CH:24]=[C:25]([CH:42]=[CH:43][C:44]=1[F:45])[O:26][C:27]1[CH:28]=[CH:29][C:30]2[N:31]([CH:33]=[C:34]([NH:36][C:37]([CH:39]3[CH2:41][CH2:40]3)=[O:38])[N:35]=2)[N:32]=1. (5) Given the product [N:21]1([C:26]2[CH:27]=[C:28]([CH2:29][N:1]3[CH:2]([C:11]4[C:12]([O:19][CH3:20])=[CH:13][CH:14]=[CH:15][C:16]=4[O:17][CH3:18])[CH2:3][CH:4]([CH3:10])[C:5]3=[O:7])[CH:31]=[CH:32][N:33]=2)[CH:25]=[CH:24][CH:23]=[N:22]1, predict the reactants needed to synthesize it. The reactants are: [NH2:1][CH:2]([C:11]1[C:16]([O:17][CH3:18])=[CH:15][CH:14]=[CH:13][C:12]=1[O:19][CH3:20])[CH2:3][CH:4]([CH3:10])[C:5]([O:7]CC)=O.[N:21]1([C:26]2[CH:27]=[C:28]([CH:31]=[CH:32][N:33]=2)[CH:29]=O)[CH:25]=[CH:24][CH:23]=[N:22]1. (6) Given the product [CH3:46][N:44]1[CH2:43][CH:42]([CH2:40][NH:39][C:31]2[CH:32]=[C:33]3[C:28](=[CH:29][CH:30]=2)[S:27][C:26]2[C:25]([C:20]4[NH:21][C:22](=[O:24])[CH:23]=[C:18]([N:15]5[CH2:16][CH2:17][O:12][CH2:13][CH2:14]5)[CH:19]=4)=[CH:38][CH:37]=[CH:36][C:35]=2[S:34]3)[CH2:45]1, predict the reactants needed to synthesize it. The reactants are: O1CCCC1.[H-].[Al+3].[Li+].[H-].[H-].[H-].[O:12]1[CH2:17][CH2:16][N:15]([C:18]2[CH:19]=[C:20]([C:25]3[CH:38]=[CH:37][CH:36]=[C:35]4[C:26]=3[S:27][C:28]3[CH:29]=[CH:30][C:31]([NH:39][C:40]([CH:42]5[CH2:45][N:44]([C:46](OC(C)(C)C)=O)[CH2:43]5)=O)=[CH:32][C:33]=3[S:34]4)[NH:21][C:22](=[O:24])[CH:23]=2)[CH2:14][CH2:13]1.CO. (7) The reactants are: [N:1]1[CH:2]=[C:3]([CH2:10][OH:11])[N:4]2[C:9]=1[CH:8]=[CH:7][CH:6]=[N:5]2.CC(OI1(OC(C)=O)(OC(C)=O)OC(=O)C2C=CC=CC1=2)=O. Given the product [N:1]1[CH:2]=[C:3]([CH:10]=[O:11])[N:4]2[C:9]=1[CH:8]=[CH:7][CH:6]=[N:5]2, predict the reactants needed to synthesize it.